From a dataset of Catalyst prediction with 721,799 reactions and 888 catalyst types from USPTO. Predict which catalyst facilitates the given reaction. (1) Reactant: [CH2:1]([N:8]1[CH2:12][CH2:11][CH:10]([CH2:13][CH2:14][NH2:15])[CH2:9]1)[C:2]1[CH:7]=[CH:6][CH:5]=[CH:4][CH:3]=1.[OH-].[Na+].O.[C:19](O[C:19]([O:21][C:22]([CH3:25])([CH3:24])[CH3:23])=[O:20])([O:21][C:22]([CH3:25])([CH3:24])[CH3:23])=[O:20]. Product: [CH2:1]([N:8]1[CH2:12][CH2:11][CH:10]([CH2:13][CH2:14][NH:15][C:19]([O:21][C:22]([CH3:25])([CH3:24])[CH3:23])=[O:20])[CH2:9]1)[C:2]1[CH:7]=[CH:6][CH:5]=[CH:4][CH:3]=1. The catalyst class is: 1. (2) Reactant: [NH2:1][C:2]1[CH:3]=[C:4]([C:9]2[CH:10]=[CH:11][C:12]3[O:18][CH2:17][CH2:16][N:15]([C:19]([O:21][C:22]([CH3:25])([CH3:24])[CH3:23])=[O:20])[CH2:14][C:13]=3[CH:26]=2)[CH:5]=[CH:6][C:7]=1[NH2:8].[CH2:27]([N:29]=[C:30]=S)[CH3:28].O.Cl.CN(C)CCCN=C=NCC. Product: [CH2:27]([NH:29][C:30]1[NH:1][C:2]2[CH:3]=[C:4]([C:9]3[CH:10]=[CH:11][C:12]4[O:18][CH2:17][CH2:16][N:15]([C:19]([O:21][C:22]([CH3:23])([CH3:25])[CH3:24])=[O:20])[CH2:14][C:13]=4[CH:26]=3)[CH:5]=[CH:6][C:7]=2[N:8]=1)[CH3:28]. The catalyst class is: 13. (3) Reactant: [F:1][C:2]1[CH:3]=[CH:4][C:5]([C:25]2[C:30]([CH3:31])=[CH:29][C:28]([O:32][CH2:33][C:34](OC)=[O:35])=[CH:27][C:26]=2[CH3:38])=[C:6]2[C:10]=1[C@H:9]([O:11][C:12]1[CH:24]=[CH:23][C:15]3[C@H:16]([CH2:19][C:20]([OH:22])=[O:21])[CH2:17][O:18][C:14]=3[CH:13]=1)[CH2:8][CH2:7]2.[CH3:39][NH:40][CH3:41]. Product: [CH3:39][N:40]([CH3:41])[C:34](=[O:35])[CH2:33][O:32][C:28]1[CH:27]=[C:26]([CH3:38])[C:25]([C:5]2[CH:4]=[CH:3][C:2]([F:1])=[C:10]3[C:6]=2[CH2:7][CH2:8][C@H:9]3[O:11][C:12]2[CH:24]=[CH:23][C:15]3[C@H:16]([CH2:19][C:20]([OH:22])=[O:21])[CH2:17][O:18][C:14]=3[CH:13]=2)=[C:30]([CH3:31])[CH:29]=1. The catalyst class is: 7. (4) The catalyst class is: 6. Product: [CH2:1]([O:3][C:4](=[O:15])[CH2:5][C:6]1[C:18]([CH3:19])=[CH:17][N:8]2[C:7]=1[CH:12]=[CH:11][C:10]([C:13]#[N:14])=[CH:9]2)[CH3:2]. Reactant: [CH2:1]([O:3][C:4](=[O:15])[CH2:5][CH2:6][C:7]1[CH:12]=[CH:11][C:10]([C:13]#[N:14])=[CH:9][N:8]=1)[CH3:2].Br[CH2:17][C:18](=O)[CH3:19].C(=O)([O-])O.[Na+].C(#N)C.